Dataset: Catalyst prediction with 721,799 reactions and 888 catalyst types from USPTO. Task: Predict which catalyst facilitates the given reaction. Reactant: Br[C:2]1[C:3]([O:17][CH3:18])=[C:4]([C:9]2[C:14]([Cl:15])=[CH:13][CH:12]=[CH:11][C:10]=2[Cl:16])[CH:5]=[C:6]([F:8])[CH:7]=1.C([Mg]Cl)(C)C.[CH:24](N1CCCCC1)=[O:25]. Product: [Cl:16][C:10]1[CH:11]=[CH:12][CH:13]=[C:14]([Cl:15])[C:9]=1[C:4]1[CH:5]=[C:6]([F:8])[CH:7]=[C:2]([CH:24]=[O:25])[C:3]=1[O:17][CH3:18]. The catalyst class is: 7.